Dataset: Forward reaction prediction with 1.9M reactions from USPTO patents (1976-2016). Task: Predict the product of the given reaction. (1) The product is: [Cl-:18].[CH:20]1([CH2:12][O:15][N:24]=[C:7]2[CH2:6][CH:5]3[NH2+:4][CH:3]([CH2:9][CH2:10]3)[CH2:8]2)[CH2:21][CH2:19]1. Given the reactants O1[C:6]2[CH:7]=[CH:8][CH:9]=[CH:10][C:5]=2[NH:4][C:3](=O)C1.[C:12]([O-:15])([O-])=O.[Cs+].[Cs+].[Cl:18][CH2:19][CH2:20][CH2:21]I.C[N:24](C=O)C, predict the reaction product. (2) Given the reactants [NH2:1][CH2:2][CH:3]([C:9]1([CH3:14])[O:13][CH2:12][CH2:11][O:10]1)[C:4]([O:6][CH2:7][CH3:8])=[O:5].[C:15]1([C:21]2[C:22]([O:24][C:25](=O)[CH:26]=2)=[O:23])[CH:20]=[CH:19][CH:18]=[CH:17][CH:16]=1, predict the reaction product. The product is: [O:23]=[C:22]1[C:21]([C:15]2[CH:20]=[CH:19][CH:18]=[CH:17][CH:16]=2)=[CH:26][C:25](=[O:24])[N:1]1[CH2:2][CH:3]([C:9]1([CH3:14])[O:10][CH2:11][CH2:12][O:13]1)[C:4]([O:6][CH2:7][CH3:8])=[O:5].